Dataset: Full USPTO retrosynthesis dataset with 1.9M reactions from patents (1976-2016). Task: Predict the reactants needed to synthesize the given product. (1) Given the product [CH3:7][C:8]1[S:9][C:36]([CH:37]=[CH:38][C:39]([OH:35])=[O:1])=[C:11]([CH3:10])[N:12]=1, predict the reactants needed to synthesize it. The reactants are: [OH-:1].[Li+].COC(=O)/C(/NC(=O)C1C=CC(C(NCC2C=CC=C(O)C=2)=O)=CC=1Br)=[CH:7]/[C:8]1[S:9][CH:10]=[CH:11][N:12]=1.[O:35]1[CH2:39][CH2:38][CH2:37][CH2:36]1.CO. (2) Given the product [CH3:1][S:2][C:3]1[N:8]=[CH:7][C:6]([CH2:9][OH:10])=[CH:5][N:4]=1, predict the reactants needed to synthesize it. The reactants are: [CH3:1][S:2][C:3]1[N:8]=[CH:7][C:6]([C:9](OC)=[O:10])=[CH:5][N:4]=1.[H-].C([Al+]CC(C)C)C(C)C. (3) Given the product [CH3:1][NH:2][C@H:3]([C:17]([NH:78][C@H:77]([C:76]([N:75]([C@@H:71]([CH:72]([CH3:73])[CH3:74])/[CH:70]=[C:64](\[CH3:63])/[C:65]([O:67][CH2:68][CH3:69])=[O:66])[CH3:84])=[O:83])[C:79]([CH3:81])([CH3:82])[CH3:80])=[O:19])[C:4]([CH3:15])([CH3:16])[C:5]1[CH:10]=[CH:9][CH:8]=[C:7]([C:11]([F:12])([F:13])[F:14])[CH:6]=1.[CH3:1][NH:2][C@@H:3]([C:17]([NH:78][C@H:77]([C:76]([N:75]([C@@H:71]([CH:72]([CH3:74])[CH3:73])/[CH:70]=[C:64](\[CH3:63])/[C:65]([O:67][CH2:68][CH3:69])=[O:66])[CH3:84])=[O:83])[C:79]([CH3:81])([CH3:80])[CH3:82])=[O:18])[C:4]([CH3:15])([CH3:16])[C:5]1[CH:10]=[CH:9][CH:8]=[C:7]([C:11]([F:12])([F:14])[F:13])[CH:6]=1, predict the reactants needed to synthesize it. The reactants are: [CH3:1][NH:2][C@H:3]([C:17]([OH:19])=[O:18])[C:4]([CH3:16])([CH3:15])[C:5]1[CH:10]=[CH:9][CH:8]=[C:7]([C:11]([F:14])([F:13])[F:12])[CH:6]=1.F[P-](F)(F)(F)(F)F.N1(O[P+](N2CCCC2)(N2CCCC2)N2CCCC2)C2C=CC=CC=2N=N1.C(N(C(C)C)CC)(C)C.Cl.[CH3:63]/[C:64](=[CH:70]\[C@@H:71]([N:75]([CH3:84])[C:76](=[O:83])[C@H:77]([C:79]([CH3:82])([CH3:81])[CH3:80])[NH2:78])[CH:72]([CH3:74])[CH3:73])/[C:65]([O:67][CH2:68][CH3:69])=[O:66]. (4) Given the product [Cl:5][CH:7]([C:28]1[CH:33]=[CH:32][CH:31]=[CH:30][CH:29]=1)[CH2:8][CH2:9][N:10]1[CH2:15][CH2:14][CH:13]([CH2:16][CH2:17][S:18]([C:21]2[CH:26]=[CH:25][C:24]([F:27])=[CH:23][CH:22]=2)(=[O:20])=[O:19])[CH2:12][CH2:11]1, predict the reactants needed to synthesize it. The reactants are: CS([Cl:5])(=O)=O.O[CH:7]([C:28]1[CH:33]=[CH:32][CH:31]=[CH:30][CH:29]=1)[CH2:8][CH2:9][N:10]1[CH2:15][CH2:14][CH:13]([CH2:16][CH2:17][S:18]([C:21]2[CH:26]=[CH:25][C:24]([F:27])=[CH:23][CH:22]=2)(=[O:20])=[O:19])[CH2:12][CH2:11]1.C(N(CC)CC)C. (5) Given the product [C:1]([NH:11][C@H:12]([C:16]([NH:50][CH:51]([CH:60]([OH:63])[CH2:61][F:62])[CH2:52][C:53]([O:55][C:56]([CH3:57])([CH3:58])[CH3:59])=[O:54])=[O:18])[CH:13]([CH3:14])[CH3:15])([O:3][CH2:4][C:5]1[CH:6]=[CH:7][CH:8]=[CH:9][CH:10]=1)=[O:2], predict the reactants needed to synthesize it. The reactants are: [C:1]([NH:11][C@H:12]([C:16]([OH:18])=O)[CH:13]([CH3:15])[CH3:14])([O:3][CH2:4][C:5]1[CH:10]=[CH:9][CH:8]=[CH:7][CH:6]=1)=[O:2].CN(C)CCCN=C=NCC.O.ON1C2C=CC=CC=2N=N1.CN(C1C=CC=CN=1)C.[NH2:50][CH:51]([CH:60]([OH:63])[CH2:61][F:62])[CH2:52][C:53]([O:55][C:56]([CH3:59])([CH3:58])[CH3:57])=[O:54].